From a dataset of Forward reaction prediction with 1.9M reactions from USPTO patents (1976-2016). Predict the product of the given reaction. (1) Given the reactants [H-].[Na+].[Br:3][C:4]1[CH:9]=[CH:8][N:7]=[C:6]([OH:10])[CH:5]=1.[CH3:11]I, predict the reaction product. The product is: [Br:3][C:4]1[CH:9]=[CH:8][N:7]([CH3:11])[C:6](=[O:10])[CH:5]=1. (2) Given the reactants [CH3:1][C:2]1[CH:6]=[C:5](B2OC(C)(C)C(C)(C)O2)[N:4](C2CCCCO2)[N:3]=1.[O-]P([O-])([O-])=O.[K+].[K+].[K+].Br[C:31]1[CH:32]=[C:33]([CH:48]=[CH:49][C:50]=1[N:51]1[CH2:55][CH2:54][C@@H:53]([OH:56])[CH2:52]1)[C:34]([NH:36][C:37]1[CH:42]=[CH:41][C:40]([O:43][C:44]([Cl:47])([F:46])[F:45])=[CH:39][CH:38]=1)=[O:35].C(O)(C(F)(F)F)=O.C([O-])([O-])=O.[Na+].[Na+], predict the reaction product. The product is: [Cl:47][C:44]([F:45])([F:46])[O:43][C:40]1[CH:39]=[CH:38][C:37]([NH:36][C:34](=[O:35])[C:33]2[CH:32]=[CH:31][C:50]([N:51]3[CH2:55][CH2:54][C@@H:53]([OH:56])[CH2:52]3)=[C:49]([C:5]3[NH:4][N:3]=[C:2]([CH3:1])[CH:6]=3)[CH:48]=2)=[CH:42][CH:41]=1. (3) Given the reactants S(Cl)(Cl)=O.[CH:5]1([CH2:8][C:9]([OH:11])=O)[CH2:7][CH2:6]1.[Cl:12][C:13]1[C:18]([N:19]2[CH2:24][CH2:23][CH:22]([C:25]3[CH:30]=[CH:29][CH:28]=[C:27]([O:31][CH3:32])[CH:26]=3)[CH2:21][CH2:20]2)=[CH:17][N:16]=[N:15][C:14]=1[NH:33][NH2:34].C(=O)(O)[O-].[Na+], predict the reaction product. The product is: [Cl:12][C:13]1[C:18]([N:19]2[CH2:20][CH2:21][CH:22]([C:25]3[CH:30]=[CH:29][CH:28]=[C:27]([O:31][CH3:32])[CH:26]=3)[CH2:23][CH2:24]2)=[CH:17][N:16]=[N:15][C:14]=1[NH:33][NH:34][C:9](=[O:11])[CH2:8][CH:5]1[CH2:6][CH2:7]1. (4) Given the reactants [CH3:1][O:2][C:3]([C:5]1[S:6][C:7]([C:24]#[C:25][C:26]([CH3:29])([CH3:28])[CH3:27])=[CH:8][C:9]=1[N:10]1[C@H:15]([CH:16]2[CH2:21][CH2:20][CH2:19][CH2:18][CH2:17]2)[CH2:14][CH2:13][C@H:12](O)[C:11]1=[O:23])=[O:4].P(Br)(Br)[Br:31], predict the reaction product. The product is: [CH3:1][O:2][C:3]([C:5]1[S:6][C:7]([C:24]#[C:25][C:26]([CH3:29])([CH3:28])[CH3:27])=[CH:8][C:9]=1[N:10]1[CH:15]([CH:16]2[CH2:21][CH2:20][CH2:19][CH2:18][CH2:17]2)[CH2:14][CH2:13][C@H:12]([Br:31])[C:11]1=[O:23])=[O:4]. (5) Given the reactants [CH3:1][N:2]1[C:10]2[C:5](=[CH:6][CH:7]=[CH:8][CH:9]=2)[C:4]([C:11]2[C:12](=[O:24])[NH:13][C:14](=[O:23])[C:15]=2[C:16]2[CH:21]=[CH:20][CH:19]=[C:18]([NH2:22])[CH:17]=2)=[CH:3]1.[CH3:25][C:26]1([CH3:33])[O:30][CH:29]([CH:31]=O)[CH2:28][O:27]1.[BH-](OC(C)=O)(OC(C)=O)OC(C)=O.[Na+], predict the reaction product. The product is: [CH3:1][N:2]1[C:10]2[C:5](=[CH:6][CH:7]=[CH:8][CH:9]=2)[C:4]([C:11]2[C:12](=[O:24])[NH:13][C:14](=[O:23])[C:15]=2[C:16]2[CH:21]=[CH:20][CH:19]=[C:18]([NH:22][CH2:31][CH:29]3[CH2:28][O:27][C:26]([CH3:33])([CH3:25])[O:30]3)[CH:17]=2)=[CH:3]1. (6) Given the reactants [NH:1]1[CH:5]=[CH:4][N:3]=[C:2]1[CH2:6][NH:7][CH2:8][C:9]1[CH:10]=[CH:11][C:12]2[N:16]=[C:15]([CH2:17][CH2:18][CH2:19][CH2:20][CH2:21][N:22]([CH2:26][CH2:27][CH3:28])[CH2:23][CH2:24][CH3:25])[N:14]([CH2:29][CH2:30][CH3:31])[C:13]=2[CH:32]=1.[CH3:33][N:34]1[CH:38]=[CH:37][N:36]=[C:35]1[CH:39]=O.C([BH3-])#N.[Na+].C(O)(=O)C, predict the reaction product. The product is: [NH:3]1[CH:4]=[CH:5][N:1]=[C:2]1[CH2:6][N:7]([CH2:8][C:9]1[CH:10]=[CH:11][C:12]2[N:16]=[C:15]([CH2:17][CH2:18][CH2:19][CH2:20][CH2:21][N:22]([CH2:26][CH2:27][CH3:28])[CH2:23][CH2:24][CH3:25])[N:14]([CH2:29][CH2:30][CH3:31])[C:13]=2[CH:32]=1)[CH2:39][C:35]1[N:34]([CH3:33])[CH:38]=[CH:37][N:36]=1.